Dataset: Reaction yield outcomes from USPTO patents with 853,638 reactions. Task: Predict the reaction yield, written as a fraction of the theoretical maximum amount of product (1.0 means a 100% yield; for example, 0.34 means a 34% yield). (1) The reactants are [F:1][C:2]1[CH:3]=[CH:4][C:5]2[C:14]([CH:15]=1)=[N:13][C:12](O)=[C:11]1[C:6]=2[CH:7]=[CH:8][CH:9]=[CH:10]1.P(Cl)(Cl)([Cl:19])=O.CN(C)C=O. No catalyst specified. The product is [Cl:19][C:12]1[N:13]=[C:14]2[C:5](=[C:6]3[C:11]=1[CH:10]=[CH:9][CH:8]=[CH:7]3)[CH:4]=[CH:3][C:2]([F:1])=[CH:15]2. The yield is 0.700. (2) The reactants are Br[C:2]1[CH:24]=[C:23]([F:25])[CH:22]=[C:21]([F:26])[C:3]=1[O:4][CH2:5][C:6]([N:8]([CH:18]([CH3:20])[CH3:19])[NH:9][C:10](=[O:17])[C:11]1[CH:16]=[CH:15][CH:14]=[CH:13][CH:12]=1)=[O:7].C([O-])([O-])=O.[Na+].[Na+].[CH2:33]([C:35]1[CH:40]=[CH:39][CH:38]=[CH:37][C:36]=1B(O)O)[CH3:34]. The catalyst is COCCOC. The product is [CH2:33]([C:35]1[CH:40]=[CH:39][CH:38]=[CH:37][C:36]=1[C:2]1[CH:24]=[C:23]([F:25])[CH:22]=[C:21]([F:26])[C:3]=1[O:4][CH2:5][C:6]([N:8]([CH:18]([CH3:20])[CH3:19])[NH:9][C:10](=[O:17])[C:11]1[CH:16]=[CH:15][CH:14]=[CH:13][CH:12]=1)=[O:7])[CH3:34]. The yield is 0.660. (3) The reactants are [Br:1][C:2]1[CH:21]=[CH:20][C:5]([NH:6][C:7]2[C:16]3[C:11](=[CH:12][C:13]([OH:19])=[C:14]([O:17][CH3:18])[CH:15]=3)[N:10]=[CH:9][N:8]=2)=[C:4]([F:22])[CH:3]=1.Br[CH2:24][CH2:25][CH2:26][Cl:27].C(=O)([O-])[O-].[K+].[K+]. The catalyst is CN(C=O)C.O. The product is [Br:1][C:2]1[CH:21]=[CH:20][C:5]([NH:6][C:7]2[C:16]3[C:11](=[CH:12][C:13]([O:19][CH2:24][CH2:25][CH2:26][Cl:27])=[C:14]([O:17][CH3:18])[CH:15]=3)[N:10]=[CH:9][N:8]=2)=[C:4]([F:22])[CH:3]=1. The yield is 0.340. (4) The reactants are [Cl:1][C:2]1[C:3]([F:24])=[C:4]([C:16]2[CH:21]=[C:20]([O:22]C)[N:19]=[CH:18][N:17]=2)[C:5]([N:8]2[CH:12]=[C:11]([CH:13]3[CH2:15][CH2:14]3)[N:10]=[N:9]2)=[CH:6][CH:7]=1.Br. The catalyst is CC(O)=O. The product is [Cl:1][C:2]1[C:3]([F:24])=[C:4]([C:16]2[N:17]=[CH:18][N:19]=[C:20]([OH:22])[CH:21]=2)[C:5]([N:8]2[CH:12]=[C:11]([CH:13]3[CH2:15][CH2:14]3)[N:10]=[N:9]2)=[CH:6][CH:7]=1. The yield is 0.830. (5) The reactants are [C:1]([O:5][C:6]([CH3:9])([CH3:8])[CH3:7])(=[O:4])[CH:2]=[CH2:3].Cl.[CH2:11]([O:18][C:19](=[O:25])[C@@H:20]1[CH2:24][CH2:23][CH2:22][NH:21]1)[C:12]1[CH:17]=[CH:16][CH:15]=[CH:14][CH:13]=1.CCN(CC)CC. The catalyst is C(O)(C)(C)C. The product is [CH2:11]([O:18][C:19]([C@@H:20]1[CH2:24][CH2:23][CH2:22][N:21]1[CH2:3][CH2:2][C:1]([O:5][C:6]([CH3:9])([CH3:8])[CH3:7])=[O:4])=[O:25])[C:12]1[CH:13]=[CH:14][CH:15]=[CH:16][CH:17]=1. The yield is 0.790. (6) The reactants are [CH3:1][C:2]1[NH:9][C:5]2[N:6]=[CH:7][S:8][C:4]=2[CH:3]=1.[Br:10]N1C(=O)CCC1=O. The catalyst is C(O)(=O)C. The product is [Br:10][C:3]1[C:4]2[S:8][CH:7]=[N:6][C:5]=2[NH:9][C:2]=1[CH3:1]. The yield is 0.640. (7) The reactants are [F:1][C:2]1[C:7]([O:8][CH:9]([CH3:11])[CH3:10])=[CH:6][CH:5]=[C:4]([N+:12]([O-])=O)[C:3]=1[CH2:15][C:16]([O:18]CC)=O. The yield is 0.210. The product is [F:1][C:2]1[C:7]([O:8][CH:9]([CH3:11])[CH3:10])=[CH:6][CH:5]=[C:4]2[C:3]=1[CH2:15][C:16](=[O:18])[NH:12]2. The catalyst is CC(O)=O.[Fe].